Task: Predict which catalyst facilitates the given reaction.. Dataset: Catalyst prediction with 721,799 reactions and 888 catalyst types from USPTO Reactant: [F:1][CH:2]([F:23])[C:3]1[C:4]([N:9]=C(C2C=CC=CC=2)C2C=CC=CC=2)=[N:5][CH:6]=[CH:7][CH:8]=1.Cl. Product: [F:1][CH:2]([F:23])[C:3]1[C:4]([NH2:9])=[N:5][CH:6]=[CH:7][CH:8]=1. The catalyst class is: 7.